This data is from Merck oncology drug combination screen with 23,052 pairs across 39 cell lines. The task is: Regression. Given two drug SMILES strings and cell line genomic features, predict the synergy score measuring deviation from expected non-interaction effect. (1) Drug 1: NC(=O)c1cccc2cn(-c3ccc(C4CCCNC4)cc3)nc12. Drug 2: CC1(c2nc3c(C(N)=O)cccc3[nH]2)CCCN1. Cell line: NCIH520. Synergy scores: synergy=-8.60. (2) Drug 1: CN(C)C(=N)N=C(N)N. Drug 2: Cn1cc(-c2cnn3c(N)c(Br)c(C4CCCNC4)nc23)cn1. Cell line: MSTO. Synergy scores: synergy=-38.5. (3) Drug 1: NC(=O)c1cccc2cn(-c3ccc(C4CCCNC4)cc3)nc12. Drug 2: CCc1c2c(nc3ccc(O)cc13)-c1cc3c(c(=O)n1C2)COC(=O)C3(O)CC. Cell line: SKOV3. Synergy scores: synergy=33.7. (4) Drug 1: O=C(NOCC(O)CO)c1ccc(F)c(F)c1Nc1ccc(I)cc1F. Drug 2: NC1CCCCC1N.O=C(O)C(=O)O.[Pt+2]. Cell line: A2058. Synergy scores: synergy=4.64. (5) Drug 1: O=C(O)C1(Cc2cccc(Nc3nccs3)n2)CCC(Oc2cccc(Cl)c2F)CC1. Drug 2: Cc1nc(Nc2ncc(C(=O)Nc3c(C)cccc3Cl)s2)cc(N2CCN(CCO)CC2)n1. Cell line: RKO. Synergy scores: synergy=17.5. (6) Drug 1: CS(=O)(=O)CCNCc1ccc(-c2ccc3ncnc(Nc4ccc(OCc5cccc(F)c5)c(Cl)c4)c3c2)o1. Drug 2: CC(C)CC(NC(=O)C(Cc1ccccc1)NC(=O)c1cnccn1)B(O)O. Cell line: MDAMB436. Synergy scores: synergy=-5.41. (7) Drug 1: CCC1=CC2CN(C1)Cc1c([nH]c3ccccc13)C(C(=O)OC)(c1cc3c(cc1OC)N(C)C1C(O)(C(=O)OC)C(OC(C)=O)C4(CC)C=CCN5CCC31C54)C2. Drug 2: Cn1c(=O)n(-c2ccc(C(C)(C)C#N)cc2)c2c3cc(-c4cnc5ccccc5c4)ccc3ncc21. Cell line: ES2. Synergy scores: synergy=28.6. (8) Drug 1: O=C(O)C1(Cc2cccc(Nc3nccs3)n2)CCC(Oc2cccc(Cl)c2F)CC1. Drug 2: COC1=C2CC(C)CC(OC)C(O)C(C)C=C(C)C(OC(N)=O)C(OC)C=CC=C(C)C(=O)NC(=CC1=O)C2=O. Cell line: LNCAP. Synergy scores: synergy=-126.